Predict the product of the given reaction. From a dataset of Forward reaction prediction with 1.9M reactions from USPTO patents (1976-2016). (1) Given the reactants C([O:3][C:4]([C:6]1[S:10][C:9]2[CH:11]=[CH:12][C:13]([NH:15][C:16](=[O:23])[C:17]3[CH:22]=[CH:21][CH:20]=[CH:19][CH:18]=3)=[CH:14][C:8]=2[CH:7]=1)=O)C.[NH2:24][OH:25].Cl.C[O-].[Na+], predict the reaction product. The product is: [OH:25][NH:24][C:4]([C:6]1[S:10][C:9]2[CH:11]=[CH:12][C:13]([NH:15][C:16](=[O:23])[C:17]3[CH:22]=[CH:21][CH:20]=[CH:19][CH:18]=3)=[CH:14][C:8]=2[CH:7]=1)=[O:3]. (2) Given the reactants C([O:8][C:9]1[CH:18]=[CH:17][C:12]([C:13]([O:15][CH3:16])=[O:14])=[CH:11][C:10]=1[O:19][CH2:20][CH:21]1[CH2:23][CH2:22]1)C1C=CC=CC=1.[H][H], predict the reaction product. The product is: [CH:21]1([CH2:20][O:19][C:10]2[CH:11]=[C:12]([CH:17]=[CH:18][C:9]=2[OH:8])[C:13]([O:15][CH3:16])=[O:14])[CH2:23][CH2:22]1.